From a dataset of Forward reaction prediction with 1.9M reactions from USPTO patents (1976-2016). Predict the product of the given reaction. (1) Given the reactants Cl[C:2]1[C:3]2[NH:10][C:9]([CH3:11])=[C:8]([C:12]([O:14][CH2:15][CH3:16])=[O:13])[C:4]=2[N:5]=[CH:6][N:7]=1.[CH2:17]([O:19][C:20]1[CH:25]=[CH:24][C:23]([F:26])=[CH:22][C:21]=1B(O)O)[CH3:18], predict the reaction product. The product is: [CH2:17]([O:19][C:20]1[CH:25]=[CH:24][C:23]([F:26])=[CH:22][C:21]=1[C:2]1[C:3]2[NH:10][C:9]([CH3:11])=[C:8]([C:12]([O:14][CH2:15][CH3:16])=[O:13])[C:4]=2[N:5]=[CH:6][N:7]=1)[CH3:18]. (2) Given the reactants C([O:3][C:4](=[O:28])[CH2:5][CH2:6][N:7]1[C:16]2[C:11](=[CH:12][C:13]([O:17][CH2:18][C:19]3[CH:24]=[CH:23][C:22]([O:25][CH3:26])=[CH:21][CH:20]=3)=[CH:14][CH:15]=2)[CH2:10][CH2:9][C:8]1=[O:27])C.[OH-].[Na+], predict the reaction product. The product is: [CH3:26][O:25][C:22]1[CH:21]=[CH:20][C:19]([CH2:18][O:17][C:13]2[CH:12]=[C:11]3[C:16](=[CH:15][CH:14]=2)[N:7]([CH2:6][CH2:5][C:4]([OH:28])=[O:3])[C:8](=[O:27])[CH2:9][CH2:10]3)=[CH:24][CH:23]=1. (3) Given the reactants [CH2:1]([C@@H:5]1[CH2:10][NH:9][CH2:8][CH2:7][N:6]1[C:11]([O:13][C:14]([CH3:17])([CH3:16])[CH3:15])=[O:12])[CH:2]([CH3:4])[CH3:3].[Cl:18][C:19]1[C:24]([C:25]#[N:26])=[CH:23][C:22]([F:27])=[C:21](Cl)[N:20]=1.CCN(C(C)C)C(C)C, predict the reaction product. The product is: [Cl:18][C:19]1[N:20]=[C:21]([N:9]2[CH2:8][CH2:7][N:6]([C:11]([O:13][C:14]([CH3:15])([CH3:17])[CH3:16])=[O:12])[C@H:5]([CH2:1][CH:2]([CH3:4])[CH3:3])[CH2:10]2)[C:22]([F:27])=[CH:23][C:24]=1[C:25]#[N:26]. (4) Given the reactants [OH:1][C:2]1[C:7](=[O:8])[N:6]2[C:9]3([CH2:17][CH2:16][CH2:15][CH2:14][CH2:13]3)[NH:10][C:11](=[O:12])[C:5]2=[C:4]([CH3:18])[CH:3]=1.C(=O)([O-])[O-].[K+].[K+].[CH:25]1([C:28]([NH2:30])=O)[CH2:27]C1.O.C[C:33]([N:35](C)C)=O, predict the reaction product. The product is: [CH3:18][C:4]1[CH:3]=[C:2]([O:1][C:28]2[CH:25]=[CH:27][N:35]=[CH:33][N:30]=2)[C:7](=[O:8])[N:6]2[C:9]3([CH2:17][CH2:16][CH2:15][CH2:14][CH2:13]3)[NH:10][C:11](=[O:12])[C:5]=12. (5) Given the reactants [CH2:1]([O:3][C:4]([C@@:6]1([NH:11]C(OC(C)(C)C)=O)[CH2:8][C@H:7]1[CH:9]=[CH2:10])=[O:5])[CH3:2].S(=O)(=O)(O)O, predict the reaction product. The product is: [CH2:1]([O:3][C:4]([C@@:6]1([NH2:11])[CH2:8][C@H:7]1[CH:9]=[CH2:10])=[O:5])[CH3:2]. (6) Given the reactants [NH2:1][C:2]1[N:7]=[CH:6][C:5]([C:8]2[CH:9]=[C:10]([NH2:19])[C:11]([NH:14][C:15]([CH3:18])([CH3:17])[CH3:16])=[CH:12][CH:13]=2)=[CH:4][N:3]=1.[Cl:20][C:21]1[CH:28]=[CH:27][C:24]([CH:25]=O)=[C:23]([N:29]2[CH:33]=[N:32][CH:31]=[N:30]2)[CH:22]=1.CC1C=CC(S(O)(=O)=O)=CC=1, predict the reaction product. The product is: [C:15]([N:14]1[C:11]2[CH:12]=[CH:13][C:8]([C:5]3[CH:4]=[N:3][C:2]([NH2:1])=[N:7][CH:6]=3)=[CH:9][C:10]=2[N:19]=[C:25]1[C:24]1[CH:27]=[CH:28][C:21]([Cl:20])=[CH:22][C:23]=1[N:29]1[CH:33]=[N:32][CH:31]=[N:30]1)([CH3:16])([CH3:18])[CH3:17].